This data is from NCI-60 drug combinations with 297,098 pairs across 59 cell lines. The task is: Regression. Given two drug SMILES strings and cell line genomic features, predict the synergy score measuring deviation from expected non-interaction effect. (1) Drug 1: CC1=C(N=C(N=C1N)C(CC(=O)N)NCC(C(=O)N)N)C(=O)NC(C(C2=CN=CN2)OC3C(C(C(C(O3)CO)O)O)OC4C(C(C(C(O4)CO)O)OC(=O)N)O)C(=O)NC(C)C(C(C)C(=O)NC(C(C)O)C(=O)NCCC5=NC(=CS5)C6=NC(=CS6)C(=O)NCCC[S+](C)C)O. Drug 2: CN(CCCl)CCCl.Cl. Cell line: MALME-3M. Synergy scores: CSS=14.6, Synergy_ZIP=-6.11, Synergy_Bliss=-1.18, Synergy_Loewe=-1.10, Synergy_HSA=2.13. (2) Drug 1: C1=NC(=NC(=O)N1C2C(C(C(O2)CO)O)O)N. Drug 2: CC1CCCC2(C(O2)CC(NC(=O)CC(C(C(=O)C(C1O)C)(C)C)O)C(=CC3=CSC(=N3)C)C)C. Cell line: RXF 393. Synergy scores: CSS=25.5, Synergy_ZIP=-7.39, Synergy_Bliss=-6.49, Synergy_Loewe=-14.6, Synergy_HSA=-3.16. (3) Drug 1: C1CN1C2=NC(=NC(=N2)N3CC3)N4CC4. Drug 2: C1C(C(OC1N2C=NC3=C2NC=NCC3O)CO)O. Cell line: SN12C. Synergy scores: CSS=30.1, Synergy_ZIP=3.65, Synergy_Bliss=3.50, Synergy_Loewe=-3.75, Synergy_HSA=4.18. (4) Drug 1: CC1C(C(CC(O1)OC2CC(OC(C2O)C)OC3=CC4=CC5=C(C(=O)C(C(C5)C(C(=O)C(C(C)O)O)OC)OC6CC(C(C(O6)C)O)OC7CC(C(C(O7)C)O)OC8CC(C(C(O8)C)O)(C)O)C(=C4C(=C3C)O)O)O)O. Drug 2: CC1CCC2CC(C(=CC=CC=CC(CC(C(=O)C(C(C(=CC(C(=O)CC(OC(=O)C3CCCCN3C(=O)C(=O)C1(O2)O)C(C)CC4CCC(C(C4)OC)O)C)C)O)OC)C)C)C)OC. Cell line: NCI-H522. Synergy scores: CSS=7.85, Synergy_ZIP=0.125, Synergy_Bliss=-0.265, Synergy_Loewe=-8.48, Synergy_HSA=-0.155. (5) Drug 1: C1C(C(OC1N2C=NC3=C2NC=NCC3O)CO)O. Drug 2: CC1CCCC2(C(O2)CC(NC(=O)CC(C(C(=O)C(C1O)C)(C)C)O)C(=CC3=CSC(=N3)C)C)C. Cell line: MOLT-4. Synergy scores: CSS=41.7, Synergy_ZIP=-1.85, Synergy_Bliss=-2.56, Synergy_Loewe=-1.49, Synergy_HSA=-0.793. (6) Drug 1: C1=CC(=CC=C1C#N)C(C2=CC=C(C=C2)C#N)N3C=NC=N3. Drug 2: CC1=CC=C(C=C1)C2=CC(=NN2C3=CC=C(C=C3)S(=O)(=O)N)C(F)(F)F. Cell line: MCF7. Synergy scores: CSS=-5.95, Synergy_ZIP=3.99, Synergy_Bliss=2.79, Synergy_Loewe=-3.20, Synergy_HSA=-3.57. (7) Drug 1: C1CC(C1)(C(=O)O)C(=O)O.[NH2-].[NH2-].[Pt+2]. Drug 2: CN(CCCl)CCCl.Cl. Cell line: MALME-3M. Synergy scores: CSS=9.90, Synergy_ZIP=-2.24, Synergy_Bliss=2.70, Synergy_Loewe=-0.893, Synergy_HSA=2.39. (8) Drug 1: C#CCC(CC1=CN=C2C(=N1)C(=NC(=N2)N)N)C3=CC=C(C=C3)C(=O)NC(CCC(=O)O)C(=O)O. Drug 2: C1CCC(C(C1)N)N.C(=O)(C(=O)[O-])[O-].[Pt+4]. Cell line: OVCAR-4. Synergy scores: CSS=9.60, Synergy_ZIP=-1.52, Synergy_Bliss=0.610, Synergy_Loewe=-0.836, Synergy_HSA=-0.960. (9) Drug 1: CC1=CC=C(C=C1)C2=CC(=NN2C3=CC=C(C=C3)S(=O)(=O)N)C(F)(F)F. Drug 2: C1=CC=C(C=C1)NC(=O)CCCCCCC(=O)NO. Cell line: SR. Synergy scores: CSS=26.2, Synergy_ZIP=2.29, Synergy_Bliss=3.20, Synergy_Loewe=-43.5, Synergy_HSA=-0.403.